This data is from Full USPTO retrosynthesis dataset with 1.9M reactions from patents (1976-2016). The task is: Predict the reactants needed to synthesize the given product. (1) Given the product [CH3:12][O:13][C:14]([NH:16][C@@H:17]([CH:21]([CH3:23])[CH3:22])[C:18]([N:6]1[C@@H:2]([CH3:1])[CH2:3][CH2:4][C@H:5]1[C:7]([O:9][CH2:10][CH3:11])=[O:8])=[O:19])=[O:15], predict the reactants needed to synthesize it. The reactants are: [CH3:1][C@@H:2]1[NH2+:6][C@H:5]([C:7]([O:9][CH2:10][CH3:11])=[O:8])[CH2:4][CH2:3]1.[CH3:12][O:13][C:14]([NH:16][C@@H:17]([CH:21]([CH3:23])[CH3:22])[C:18](O)=[O:19])=[O:15].CN(C(ON1N=NC2C=CC=NC1=2)=[N+](C)C)C.F[P-](F)(F)(F)(F)F.CCN(C(C)C)C(C)C. (2) Given the product [Br:1][C:2]1[CH:3]=[C:4]2[C:9](=[CH:10][CH:11]=1)[CH2:8][C:7]1([C:21](=[O:20])[NH:22][C:25](=[O:26])[N:15]1[CH3:14])[CH2:6][CH2:5]2, predict the reactants needed to synthesize it. The reactants are: [Br:1][C:2]1[CH:3]=[C:4]2[C:9](=[CH:10][CH:11]=1)[CH2:8][C:7](=O)[CH2:6][CH2:5]2.Cl.[CH3:14][NH2:15].[C-]#N.[K+].Cl.[O-:20][C:21]#[N:22].[K+].C[CH2:25][OH:26]. (3) Given the product [Cl:1][C:2]1[O:6][C:5]([CH:7]([O:8][Si:9]([CH:13]([CH3:15])[CH3:14])([CH:16]([CH3:18])[CH3:17])[CH:10]([CH3:11])[CH3:12])[C:19]2[CH:23]=[C:22]([CH:24]=[O:25])[S:21][CH:20]=2)=[CH:4][CH:3]=1, predict the reactants needed to synthesize it. The reactants are: [Cl:1][C:2]1[O:6][C:5]([CH:7]([C:19]2[CH:23]=[C:22]([CH:24]3OCC[O:25]3)[S:21][CH:20]=2)[O:8][Si:9]([CH:16]([CH3:18])[CH3:17])([CH:13]([CH3:15])[CH3:14])[CH:10]([CH3:12])[CH3:11])=[CH:4][CH:3]=1.O.Cl.C([O-])(O)=O.[Na+]. (4) Given the product [CH2:1]([NH:3][C:4]([NH:6][C:7]1[CH:12]=[CH:11][C:10]([C:13]2[N:14]=[C:15]([N:22]3[CH2:23][CH2:24][O:25][CH2:26][CH2:27]3)[C:16]3[CH2:21][N:20]([C:29]4[N:34]=[CH:33][CH:32]=[CH:31][N:30]=4)[CH2:19][C:17]=3[N:18]=2)=[CH:9][CH:8]=1)=[O:5])[CH3:2], predict the reactants needed to synthesize it. The reactants are: [CH2:1]([NH:3][C:4]([NH:6][C:7]1[CH:12]=[CH:11][C:10]([C:13]2[N:14]=[C:15]([N:22]3[CH2:27][CH2:26][O:25][CH2:24][CH2:23]3)[C:16]3[CH2:21][NH:20][CH2:19][C:17]=3[N:18]=2)=[CH:9][CH:8]=1)=[O:5])[CH3:2].Cl[C:29]1[N:34]=[CH:33][CH:32]=[CH:31][N:30]=1. (5) The reactants are: Cl[C:2]1[C:11]2[C:6](=[CH:7][CH:8]=[C:9]([CH3:12])[CH:10]=2)[N:5]=[C:4]([N:13]2[CH2:19][C:18]3[CH:20]=[CH:21][CH:22]=[CH:23][C:17]=3[S:16](=[O:25])(=[O:24])[CH2:15][CH2:14]2)[CH:3]=1.[CH3:26][O:27][CH2:28][CH2:29][NH2:30]. Given the product [O:24]=[S:16]1(=[O:25])[C:17]2[CH:23]=[CH:22][CH:21]=[CH:20][C:18]=2[CH2:19][N:13]([C:4]2[CH:3]=[C:2]([NH:30][CH2:29][CH2:28][O:27][CH3:26])[C:11]3[C:6](=[CH:7][CH:8]=[C:9]([CH3:12])[CH:10]=3)[N:5]=2)[CH2:14][CH2:15]1, predict the reactants needed to synthesize it. (6) Given the product [C:21]([O:20][C:18]([NH:13][C:14]1([CH2:17][CH:11]([C:8]2[CH:9]=[CH:10][C:5]([Cl:4])=[CH:6][CH:7]=2)[C:12]([OH:25])=[O:1])[CH2:16][CH2:15]1)=[O:19])([CH3:24])([CH3:23])[CH3:22], predict the reactants needed to synthesize it. The reactants are: [OH:1][Li].O.[Cl:4][C:5]1[CH:10]=[CH:9][C:8]([CH:11]2[CH2:17][C:14]3([CH2:16][CH2:15]3)[N:13]([C:18]([O:20][C:21]([CH3:24])([CH3:23])[CH3:22])=[O:19])[C:12]2=[O:25])=[CH:7][CH:6]=1.